This data is from Forward reaction prediction with 1.9M reactions from USPTO patents (1976-2016). The task is: Predict the product of the given reaction. (1) Given the reactants [Br:1][C:2]1[CH:3]=[C:4]2[C:9](=[CH:10][C:11]=1[CH2:12][N:13]1[CH2:18][CH2:17][NH:16][CH2:15][CH2:14]1)[N:8]=[CH:7][N:6]([NH:19][C:20]1[CH:25]=[C:24]([Cl:26])[CH:23]=[CH:22][C:21]=1[S:27]([CH2:30][CH3:31])(=[O:29])=[O:28])[C:5]2=[O:32].[CH3:33][S:34](Cl)(=[O:36])=[O:35].[Cl-].[NH4+].C(OCC)(=O)C, predict the reaction product. The product is: [Br:1][C:2]1[CH:3]=[C:4]2[C:9](=[CH:10][C:11]=1[CH2:12][N:13]1[CH2:18][CH2:17][N:16]([S:34]([CH3:33])(=[O:36])=[O:35])[CH2:15][CH2:14]1)[N:8]=[CH:7][N:6]([NH:19][C:20]1[CH:25]=[C:24]([Cl:26])[CH:23]=[CH:22][C:21]=1[S:27]([CH2:30][CH3:31])(=[O:28])=[O:29])[C:5]2=[O:32]. (2) Given the reactants [CH:1]1([CH2:4][NH2:5])[CH2:3][CH2:2]1.[CH3:6][S:7](Cl)(=[O:9])=[O:8], predict the reaction product. The product is: [CH:1]1([CH2:4][NH:5][S:7]([CH3:6])(=[O:9])=[O:8])[CH2:3][CH2:2]1. (3) Given the reactants O.[OH-].[Li+:3].[Cl:4][C:5]1[CH:6]=[CH:7][C:8]([NH:11][C:12](=[O:17])[C:13]([O:15]C)=[O:14])=[N:9][CH:10]=1, predict the reaction product. The product is: [Cl:4][C:5]1[CH:6]=[CH:7][C:8]([NH:11][C:12](=[O:17])[C:13]([O-:15])=[O:14])=[N:9][CH:10]=1.[Li+:3]. (4) Given the reactants [Cl:1][C:2]1[CH:8]=[CH:7][C:5]([NH2:6])=[CH:4][CH:3]=1.[N:9]([O-])=O.[Na+].OC=[C:15]1[CH2:20][CH2:19][CH2:18][CH2:17][C:16]1=[O:21].C([O-])(=O)C.[Na+], predict the reaction product. The product is: [Cl:1][C:2]1[CH:8]=[CH:7][C:5]([NH:6][N:9]=[C:15]2[CH2:20][CH2:19][CH2:18][CH2:17][C:16]2=[O:21])=[CH:4][CH:3]=1. (5) Given the reactants [CH2:1]([NH:3][C:4]1[CH:9]=[CH:8][C:7]([Cl:10])=[CH:6][CH:5]=1)[CH3:2].C[Al](C)C.CO[C:17]([C@H:19]1[C:28]2[C:23](=[CH:24][CH:25]=[CH:26][CH:27]=2)[N:22]([C:29]([C:31]2[CH:36]=[CH:35][N:34]=[CH:33][CH:32]=2)=[O:30])[C@@H:21]([CH3:37])[CH2:20]1)=[O:18], predict the reaction product. The product is: [Cl:10][C:7]1[CH:8]=[CH:9][C:4]([N:3]([CH2:1][CH3:2])[C:17]([C@@H:19]2[C:28]3[C:23](=[CH:24][CH:25]=[CH:26][CH:27]=3)[N:22]([C:29]([C:31]3[CH:36]=[CH:35][N:34]=[CH:33][CH:32]=3)=[O:30])[C@@H:21]([CH3:37])[CH2:20]2)=[O:18])=[CH:5][CH:6]=1. (6) Given the reactants [C:1]([O:5][C:6](=[O:15])[NH:7][C:8]1[S:9][CH:10]=[C:11]([CH2:13][CH3:14])[N:12]=1)([CH3:4])([CH3:3])[CH3:2].[Li]CCCC.CCCCCC.[CH3:27][S:28]SC, predict the reaction product. The product is: [C:1]([O:5][C:6](=[O:15])[NH:7][C:8]1[S:9][C:10]([S:28][CH3:27])=[C:11]([CH2:13][CH3:14])[N:12]=1)([CH3:4])([CH3:3])[CH3:2]. (7) Given the reactants [N:1]1[C:10]2[C:5](=[CH:6][CH:7]=[CH:8][C:9]=2[CH:11]([C:13]2[N:17]([C:18]([C:31]3[CH:36]=[CH:35][CH:34]=[CH:33][CH:32]=3)([C:25]3[CH:30]=[CH:29][CH:28]=[CH:27][CH:26]=3)[C:19]3[CH:24]=[CH:23][CH:22]=[CH:21][CH:20]=3)[CH:16]=[N:15][CH:14]=2)[OH:12])[CH:4]=[CH:3][CH:2]=1, predict the reaction product. The product is: [N:1]1[C:10]2[C:5](=[CH:6][CH:7]=[CH:8][C:9]=2[C:11]([C:13]2[N:17]([C:18]([C:31]3[CH:36]=[CH:35][CH:34]=[CH:33][CH:32]=3)([C:19]3[CH:20]=[CH:21][CH:22]=[CH:23][CH:24]=3)[C:25]3[CH:30]=[CH:29][CH:28]=[CH:27][CH:26]=3)[CH:16]=[N:15][CH:14]=2)=[O:12])[CH:4]=[CH:3][CH:2]=1. (8) The product is: [CH3:1][O:2][C:3](=[O:17])[C@@H:4]([O:14][CH2:15][CH3:16])[CH2:5][C:6]1[CH:11]=[CH:10][C:9]([O:12][CH2:19][C:20]2[N:21]=[C:22]([C:26]3[CH:31]=[CH:30][CH:29]=[CH:28][CH:27]=3)[O:23][C:24]=2[CH3:25])=[CH:8][C:7]=1[Cl:13]. Given the reactants [CH3:1][O:2][C:3](=[O:17])[C@@H:4]([O:14][CH2:15][CH3:16])[CH2:5][C:6]1[CH:11]=[CH:10][C:9]([OH:12])=[CH:8][C:7]=1[Cl:13].Cl[CH2:19][C:20]1[N:21]=[C:22]([C:26]2[CH:31]=[CH:30][CH:29]=[CH:28][CH:27]=2)[O:23][C:24]=1[CH3:25].C(=O)([O-])[O-].[Cs+].[Cs+].[I-].[K+], predict the reaction product.